Predict the reactants needed to synthesize the given product. From a dataset of Full USPTO retrosynthesis dataset with 1.9M reactions from patents (1976-2016). (1) Given the product [CH2:18]([O:25][C:26]1[CH:36]=[CH:35][CH:34]=[CH:33][C:27]=1[C:28]([C:14]1[CH:15]=[CH:16][CH:17]=[C:12]([C:6]2[CH:7]=[CH:8][CH:9]=[CH:10][CH:11]=2)[N:13]=1)=[O:29])[C:19]1[CH:20]=[CH:21][CH:22]=[CH:23][CH:24]=1, predict the reactants needed to synthesize it. The reactants are: [Li]CCCC.[C:6]1([C:12]2[CH:17]=[CH:16][CH:15]=[CH:14][N:13]=2)[CH:11]=[CH:10][CH:9]=[CH:8][CH:7]=1.[CH2:18]([O:25][C:26]1[CH:36]=[CH:35][CH:34]=[CH:33][C:27]=1[C:28](N(C)C)=[O:29])[C:19]1[CH:24]=[CH:23][CH:22]=[CH:21][CH:20]=1.O. (2) Given the product [CH2:34]([O:21][C:19]([C:3]1[O:7][C:6]2[C:8]([OH:16])=[CH:9][CH:10]=[C:11]([C:12]([OH:14])=[O:13])[C:5]=2[C:4]=1[CH3:18])=[O:20])[CH3:35], predict the reactants needed to synthesize it. The reactants are: C([C:3]1([C:19]([O-:21])=[O:20])[O:7][C:6]2=[C:8]([O:16]C)[CH:9]=[CH:10][C:11](C)([C:12]([O-:14])=[O:13])[C:5]2=[C:4]1[CH3:18])C.CN(C)P(=O)(N(C)C)N(C)C.O.[C:34]1(C)C=CC=C[CH:35]=1. (3) Given the product [ClH:18].[ClH:18].[CH3:1][N:2]1[C:6]([CH3:7])=[C:5]([C:8]2[CH:9]=[C:10]([CH2:14][CH2:15][NH2:16])[CH:11]=[CH:12][CH:13]=2)[C:4]([CH3:17])=[N:3]1, predict the reactants needed to synthesize it. The reactants are: [CH3:1][N:2]1[C:6]([CH3:7])=[C:5]([C:8]2[CH:9]=[C:10]([CH2:14][CH2:15][NH2:16])[CH:11]=[CH:12][CH:13]=2)[C:4]([CH3:17])=[N:3]1.[ClH:18].